This data is from Reaction yield outcomes from USPTO patents with 853,638 reactions. The task is: Predict the reaction yield, written as a fraction of the theoretical maximum amount of product (1.0 means a 100% yield; for example, 0.34 means a 34% yield). (1) The reactants are [Cl:1][C:2]1[C:11]([CH:12]=[O:13])=[CH:10][C:9]2[C:4](=[C:5]([CH3:14])[CH:6]=[CH:7][CH:8]=2)[N:3]=1.[CH3:15][Mg]Br.[NH4+].[Cl-]. The catalyst is C1COCC1. The product is [Cl:1][C:2]1[C:11]([CH:12]([OH:13])[CH3:15])=[CH:10][C:9]2[C:4](=[C:5]([CH3:14])[CH:6]=[CH:7][CH:8]=2)[N:3]=1. The yield is 0.740. (2) The yield is 0.260. The product is [C:1]1([C:7]2[S:11][C:10]([C:12]([OH:14])=[O:13])=[C:9]([N:15]([CH:16]3[CH2:17][CH2:18][C:19](=[N:36][O:35][CH2:33][CH3:34])[CH2:20][CH2:21]3)[C:23]([C@H:25]3[CH2:26][CH2:27][C@H:28]([CH3:31])[CH2:29][CH2:30]3)=[O:24])[CH:8]=2)[CH2:6][CH2:5][CH2:4][CH2:3][CH:2]=1. The reactants are [C:1]1([C:7]2[S:11][C:10]([C:12]([OH:14])=[O:13])=[C:9]([N:15]([C:23]([C@H:25]3[CH2:30][CH2:29][C@H:28]([CH3:31])[CH2:27][CH2:26]3)=[O:24])[CH:16]3[CH2:21][CH2:20][C:19](=O)[CH2:18][CH2:17]3)[CH:8]=2)[CH2:6][CH2:5][CH2:4][CH2:3][CH:2]=1.Cl.[CH2:33]([O:35][NH2:36])[CH3:34].C([O-])(=O)C.[Na+].O. The catalyst is O.CCO. (3) The reactants are [CH2:1]([O:4][C:5]1([CH3:46])[CH2:10][CH2:9][N:8]([C:11]2[N:16]3[N:17]=[C:18]([C:20](=O)[NH:21][CH2:22][C:23](=O)[CH2:24][C:25]4[CH:30]=[CH:29][CH:28]=[CH:27][C:26]=4[Br:31])[CH:19]=[C:15]3[N:14]=[C:13]([CH3:34])[C:12]=2[C@H:35]([O:41][C:42]([CH3:45])([CH3:44])[CH3:43])[C:36]([O:38][CH2:39][CH3:40])=[O:37])[CH2:7][CH2:6]1)[CH:2]=[CH2:3].COC1C=CC(P2(SP(C3C=CC(OC)=CC=3)(=S)S2)=[S:56])=CC=1. The catalyst is C1(C)C=CC=CC=1. The product is [CH2:1]([O:4][C:5]1([CH3:46])[CH2:10][CH2:9][N:8]([C:11]2[N:16]3[N:17]=[C:18]([C:20]4[S:56][C:23]([CH2:24][C:25]5[CH:30]=[CH:29][CH:28]=[CH:27][C:26]=5[Br:31])=[CH:22][N:21]=4)[CH:19]=[C:15]3[N:14]=[C:13]([CH3:34])[C:12]=2[C@H:35]([O:41][C:42]([CH3:45])([CH3:44])[CH3:43])[C:36]([O:38][CH2:39][CH3:40])=[O:37])[CH2:7][CH2:6]1)[CH:2]=[CH2:3]. The yield is 0.617. (4) The reactants are [CH3:1][O:2][CH:3]1[C:9]2[CH:10]=[CH:11][CH:12]=[CH:13][C:8]=2[CH2:7][CH2:6][N:5]([CH3:14])[C:4]1=O.[H-].[Al+3].[Li+].[H-].[H-].[H-]. The catalyst is C1COCC1.CCOCC.C1COCC1. The product is [CH3:1][O:2][CH:3]1[C:9]2[CH:10]=[CH:11][CH:12]=[CH:13][C:8]=2[CH2:7][CH2:6][N:5]([CH3:14])[CH2:4]1. The yield is 1.00. (5) The reactants are [CH2:1]([O:8][C:9]1[C:10]([CH3:27])=[C:11]([CH:15](OC)[C:16]2[C:24]3[C:19](=[N:20][CH:21]=[CH:22][CH:23]=3)[NH:18][CH:17]=2)[CH:12]=[CH:13][CH:14]=1)[C:2]1[CH:7]=[CH:6][CH:5]=[CH:4][CH:3]=1.FC(F)(F)C(O)=O.C([SiH](CC)CC)C. The catalyst is C(#N)C. The product is [CH2:1]([O:8][C:9]1[C:10]([CH3:27])=[C:11]([CH:12]=[CH:13][CH:14]=1)[CH2:15][C:16]1[C:24]2[C:19](=[N:20][CH:21]=[CH:22][CH:23]=2)[NH:18][CH:17]=1)[C:2]1[CH:3]=[CH:4][CH:5]=[CH:6][CH:7]=1. The yield is 0.750. (6) The reactants are [CH:1]([O:4][C:5]1[CH:11]=[CH:10][C:8]([NH2:9])=[CH:7][CH:6]=1)([CH3:3])[CH3:2].Cl[C:13]([O:15][C:16]1[CH:21]=[CH:20][C:19]([N+:22]([O-:24])=[O:23])=[CH:18][CH:17]=1)=[O:14]. The catalyst is C(Cl)Cl.N1C=CC=CC=1. The product is [N+:22]([C:19]1[CH:18]=[CH:17][C:16]([O:15][C:13](=[O:14])[NH:9][C:8]2[CH:10]=[CH:11][C:5]([O:4][CH:1]([CH3:3])[CH3:2])=[CH:6][CH:7]=2)=[CH:21][CH:20]=1)([O-:24])=[O:23]. The yield is 0.980. (7) The reactants are C(N(CC)CC)C.[CH3:8][NH:9][C:10]([C@@H:12]1[C@@H:16]([N:17]=[N+:18]=[N-:19])[C@@H:15]([OH:20])[C@H:14]([N:21]2[CH:29]=[N:28][C:27]3[C:22]2=[N:23][CH:24]=[N:25][C:26]=3Cl)[O:13]1)=[O:11].[C:31]([O:35][C:36](=[O:48])[CH2:37][O:38][C:39]1[CH:44]=[CH:43][C:42]([Cl:45])=[CH:41][C:40]=1[CH2:46][NH2:47])([CH3:34])([CH3:33])[CH3:32]. The catalyst is C(O)C. The product is [C:31]([O:35][C:36](=[O:48])[CH2:37][O:38][C:39]1[CH:44]=[CH:43][C:42]([Cl:45])=[CH:41][C:40]=1[CH2:46][NH:47][C:26]1[N:25]=[CH:24][N:23]=[C:22]2[C:27]=1[N:28]=[CH:29][N:21]2[C@H:14]1[C@H:15]([OH:20])[C@H:16]([N:17]=[N+:18]=[N-:19])[C@@H:12]([C:10](=[O:11])[NH:9][CH3:8])[O:13]1)([CH3:34])([CH3:32])[CH3:33]. The yield is 0.810. (8) The reactants are [F:1][C:2]1[CH:7]=[C:6]([S:8][CH3:9])[CH:5]=[CH:4][C:3]=1[C:10]1[N:11]=[CH:12][C:13]([OH:16])=[N:14][CH:15]=1.CS(O[C@@H:22]([CH:24]1[CH2:29][CH2:28][N:27]([C:30]2[O:34][N:33]=[C:32]([CH:35]([CH3:37])[CH3:36])[N:31]=2)[CH2:26][CH2:25]1)[CH3:23])(=O)=O.C([O-])([O-])=O.[K+].[K+].O. The catalyst is CN(C=O)C. The product is [F:1][C:2]1[CH:7]=[C:6]([S:8][CH3:9])[CH:5]=[CH:4][C:3]=1[C:10]1[CH:15]=[N:14][C:13]([O:16][CH:22]([CH:24]2[CH2:25][CH2:26][N:27]([C:30]3[O:34][N:33]=[C:32]([CH:35]([CH3:36])[CH3:37])[N:31]=3)[CH2:28][CH2:29]2)[CH3:23])=[CH:12][N:11]=1. The yield is 0.430.